From a dataset of HIV replication inhibition screening data with 41,000+ compounds from the AIDS Antiviral Screen. Binary Classification. Given a drug SMILES string, predict its activity (active/inactive) in a high-throughput screening assay against a specified biological target. (1) The compound is Cc1c(C)c(C)c(-n2c(=O)n(C)c(=O)n2C(C)(C)C)c(C)c1C. The result is 0 (inactive). (2) The compound is O=C(c1ccccc1)C1CSS(=O)(=O)C1c1ccccc1. The result is 1 (active). (3) The molecule is CS(=O)(=O)OCC(CCl)(CCl)CCl. The result is 0 (inactive). (4) The molecule is CCOC(=O)C(=NNc1ccc(Cl)cc1)N1C(=S)N(C)N=C(C)C=C1S. The result is 0 (inactive). (5) The result is 0 (inactive). The molecule is CCOC(=O)C(=CN1C(=O)C(=CC(C)=Cc2ccccc2)SC1=S)C(=O)c1ccccc1. (6) The drug is CC(NC(=O)OCC[PH](c1ccccc1)(c1ccccc1)c1ccccc1)C(=O)O. The result is 0 (inactive). (7) The drug is COC(=O)C=Cc1ccc(Cl)cc1. The result is 0 (inactive). (8) The compound is CC(=O)Nc1ccc2cc3[nH]c4cc(NC(C)=O)ccc4c3nc2c1. The result is 0 (inactive). (9) The compound is O=c1oc2c(-c3ccccc3)cccc2c(O)c1-c1ccccc1. The result is 0 (inactive).